Dataset: Full USPTO retrosynthesis dataset with 1.9M reactions from patents (1976-2016). Task: Predict the reactants needed to synthesize the given product. (1) Given the product [CH3:14][NH:13][C:2]1[CH:11]=[CH:10][C:9]2[C:4](=[C:5]([OH:12])[CH:6]=[CH:7][CH:8]=2)[N:3]=1, predict the reactants needed to synthesize it. The reactants are: Cl[C:2]1[CH:11]=[CH:10][C:9]2[C:4](=[C:5]([OH:12])[CH:6]=[CH:7][CH:8]=2)[N:3]=1.[NH2:13][CH3:14]. (2) Given the product [Si:18]([O:17][C@@H:16]([C@H:25]1[CH2:29][O:28][C:27]([CH3:31])([CH3:30])[N:26]1[C:32]([O:34][C:35]([CH3:36])([CH3:38])[CH3:37])=[O:33])[C@@H:15]([CH3:39])[CH2:14][OH:40])([C:21]([CH3:22])([CH3:23])[CH3:24])([CH3:20])[CH3:19], predict the reactants needed to synthesize it. The reactants are: C([C@@H]1COC(=O)N1[C:14](=[O:40])[C@H:15]([CH3:39])[C@H:16]([C@H:25]1[CH2:29][O:28][C:27]([CH3:31])([CH3:30])[N:26]1[C:32]([O:34][C:35]([CH3:38])([CH3:37])[CH3:36])=[O:33])[O:17][Si:18]([C:21]([CH3:24])([CH3:23])[CH3:22])([CH3:20])[CH3:19])C1C=CC=CC=1.CCO.[Li+].[BH4-]. (3) Given the product [C:1]([C:3]1[C@@H:8]([C:9]2[CH:14]=[CH:13][C:12]([C:15]#[N:16])=[CH:11][CH:10]=2)[N:7]2[N:17]=[C:18]([NH:20][S:31]([CH3:34])(=[O:33])=[O:32])[N:19]=[C:6]2[N:5]([C:35]2[CH:40]=[CH:39][CH:38]=[C:37]([C:41]([F:44])([F:43])[F:42])[CH:36]=2)[C:4]=1[CH3:45])#[N:2], predict the reactants needed to synthesize it. The reactants are: [C:1]([C:3]1[C@@H:8]([C:9]2[CH:14]=[CH:13][C:12]([C:15]#[N:16])=[CH:11][CH:10]=2)[N:7]2[N:17]=[C:18]([N:20]([S:31]([CH3:34])(=[O:33])=[O:32])C(=O)OCC3C=CC=CC=3)[N:19]=[C:6]2[N:5]([C:35]2[CH:40]=[CH:39][CH:38]=[C:37]([C:41]([F:44])([F:43])[F:42])[CH:36]=2)[C:4]=1[CH3:45])#[N:2]. (4) Given the product [NH2:32][C:27]1[C:4]([C:5]#[N:6])=[C:24]([OH:26])[C:23]2[C:22](=[CH:21][CH:20]=[C:19]([N:16]3[CH2:15][CH2:14][N:13]([C:10](=[O:12])[CH3:11])[CH2:18][CH2:17]3)[CH:30]=2)[N:28]=1, predict the reactants needed to synthesize it. The reactants are: C(#N)C([CH2:4][C:5]#[N:6])O.[H-].[Na+].[C:10]([N:13]1[CH2:18][CH2:17][N:16]([C:19]2[CH:30]=[C:23]3[C:24]([O:26][C:27](=O)[NH:28][C:22]3=[CH:21][CH:20]=2)=O)[CH2:15][CH2:14]1)(=[O:12])[CH3:11].C[N:32](C)C=O. (5) Given the product [N:27]([CH2:2][C:3]1([OH:1])[CH2:4][CH2:5][N:6]([C:9]2[CH:14]=[CH:13][C:12]([N:15]3[CH2:19][C@H:18]([CH2:20][NH:21][C:22](=[O:24])[CH3:23])[O:17][C:16]3=[O:25])=[CH:11][C:10]=2[F:26])[CH2:7][CH2:8]1)=[N+:28]=[N-:29], predict the reactants needed to synthesize it. The reactants are: [O:1]1[C:3]2([CH2:8][CH2:7][N:6]([C:9]3[CH:14]=[CH:13][C:12]([N:15]4[CH2:19][C@H:18]([CH2:20][NH:21][C:22](=[O:24])[CH3:23])[O:17][C:16]4=[O:25])=[CH:11][C:10]=3[F:26])[CH2:5][CH2:4]2)[CH2:2]1.[N-:27]=[N+:28]=[N-:29].[Na+].C(O)(=O)C.